This data is from Reaction yield outcomes from USPTO patents with 853,638 reactions. The task is: Predict the reaction yield, written as a fraction of the theoretical maximum amount of product (1.0 means a 100% yield; for example, 0.34 means a 34% yield). (1) The reactants are [F:1][C:2]([F:22])([F:21])[C:3]1[CH:8]=[CH:7][C:6]([S:9]([NH:12][CH2:13][C:14]([O:16][C:17]([CH3:20])([CH3:19])[CH3:18])=[O:15])(=[O:11])=[O:10])=[CH:5][CH:4]=1.C(P(CCCC)CCCC)CCC.[CH:36]1([CH:39](O)[C:40]#[CH:41])[CH2:38][CH2:37]1.N(C(OC(C)C)=O)=NC(OC(C)C)=O. The catalyst is C1COCC1. The product is [CH:36]1([CH:39]([N:12]([CH2:13][C:14]([O:16][C:17]([CH3:18])([CH3:19])[CH3:20])=[O:15])[S:9]([C:6]2[CH:5]=[CH:4][C:3]([C:2]([F:1])([F:21])[F:22])=[CH:8][CH:7]=2)(=[O:10])=[O:11])[C:40]#[CH:41])[CH2:38][CH2:37]1. The yield is 0.450. (2) The reactants are [CH2:1]([O:8][C:9](=[O:19])[NH:10][C:11]1[CH:16]=[CH:15][C:14]([F:17])=[CH:13][C:12]=1[F:18])[C:2]1[CH:7]=[CH:6][CH:5]=[CH:4][CH:3]=1.[O:20]1CCC[CH2:21]1.C([Li])CCC.CN(C)C=O. The catalyst is O. The product is [CH2:1]([O:8][C:9](=[O:19])[NH:10][C:11]1[CH:16]=[CH:15][C:14]([F:17])=[C:13]([CH:21]=[O:20])[C:12]=1[F:18])[C:2]1[CH:3]=[CH:4][CH:5]=[CH:6][CH:7]=1. The yield is 0.710. (3) The reactants are [CH3:1][CH:2]([CH3:12])/[CH:3]=[CH:4]/[CH2:5][CH2:6][CH2:7][CH2:8][C:9]([OH:11])=[O:10].[CH2:13](O)[C:14]1[CH:22]=[CH:21][C:19]([OH:20])=[C:16]([O:17][CH3:18])[CH:15]=1.O. The yield is 0.866. The product is [CH3:1][CH:2](/[CH:3]=[CH:4]/[CH2:5][CH2:6][CH2:7][CH2:8][C:9]([O:11][CH2:13][C:14]1[CH:22]=[CH:21][C:19]([OH:20])=[C:16]([O:17][CH3:18])[CH:15]=1)=[O:10])[CH3:12]. The catalyst is CCCCCC. (4) The reactants are [OH:1][C:2]1[CH:3]=[C:4]([C:8]([N+:13]([O-])=O)=[CH:9][C:10]=1[O:11][CH3:12])[C:5]([OH:7])=[O:6]. The catalyst is CO.[Pd]. The product is [NH2:13][C:8]1[CH:9]=[C:10]([O:11][CH3:12])[C:2]([OH:1])=[CH:3][C:4]=1[C:5]([OH:7])=[O:6]. The yield is 0.820. (5) The reactants are O[CH:2]=[C:3]1[C:11]2[C:6](=[CH:7][CH:8]=[C:9]([CH2:12][C:13]3[CH:18]=[CH:17][C:16]([NH:19][C:20]([C:22]4[N:23]([CH2:28][CH3:29])[N:24]=[C:25]([CH3:27])[CH:26]=4)=[O:21])=[CH:15][CH:14]=3)[CH:10]=2)[NH:5][C:4]1=[O:30].C1COCC1.[CH3:36][N:37]1[CH2:42][CH2:41][N:40]([C:43]2[CH:48]=[CH:47][C:46]([NH2:49])=[CH:45][CH:44]=2)[CH2:39][CH2:38]1. The catalyst is CCOC(C)=O. The product is [CH3:36][N:37]1[CH2:38][CH2:39][N:40]([C:43]2[CH:48]=[CH:47][C:46]([NH:49][CH:2]=[C:3]3[C:11]4[C:6](=[CH:7][CH:8]=[C:9]([CH2:12][C:13]5[CH:14]=[CH:15][C:16]([NH:19][C:20]([C:22]6[N:23]([CH2:28][CH3:29])[N:24]=[C:25]([CH3:27])[CH:26]=6)=[O:21])=[CH:17][CH:18]=5)[CH:10]=4)[NH:5][C:4]3=[O:30])=[CH:45][CH:44]=2)[CH2:41][CH2:42]1. The yield is 0.550. (6) The reactants are [Li+].C[Si]([N-][Si](C)(C)C)(C)C.[NH2:11][C:12]1[N:17]=[CH:16][CH:15]=[CH:14][N:13]=1.F[C:19]1[CH:24]=[C:23]([F:25])[CH:22]=[CH:21][C:20]=1[N+:26]([O-:28])=[O:27]. The catalyst is O1CCCC1. The product is [F:25][C:23]1[CH:22]=[CH:21][C:20]([N+:26]([O-:28])=[O:27])=[C:19]([NH:11][C:12]2[N:17]=[CH:16][CH:15]=[CH:14][N:13]=2)[CH:24]=1. The yield is 0.250. (7) The reactants are [CH3:1][O:2][CH2:3][N:4]1[C:8]2[CH:9]=[CH:10][C:11]([CH2:13][C:14]([O:16][C:17]([CH3:20])([CH3:19])[CH3:18])=[O:15])=[CH:12][C:7]=2[S:6][C:5]1=[O:21].[CH3:22][Si]([N-][Si](C)(C)C)(C)C.[Li+].CI. The catalyst is O1CCCC1. The product is [CH3:1][O:2][CH2:3][N:4]1[C:8]2[CH:9]=[CH:10][C:11]([CH:13]([CH3:22])[C:14]([O:16][C:17]([CH3:18])([CH3:20])[CH3:19])=[O:15])=[CH:12][C:7]=2[S:6][C:5]1=[O:21]. The yield is 0.710. (8) The yield is 0.905. The catalyst is CO. The reactants are [OH-].[K+].[CH3:3][O:4][C:5]1[CH:12]=[CH:11][C:8]([CH:9]=[O:10])=[CH:7][CH:6]=1.[N+:13]([CH2:15][C:16]([N:18]1[CH2:22][CH2:21][CH2:20][CH2:19]1)=[O:17])#[C-:14]. The product is [CH3:3][O:4][C:5]1[CH:12]=[CH:11][C:8]([C@@H:9]2[O:10][CH:14]=[N:13][C@H:15]2[C:16]([N:18]2[CH2:22][CH2:21][CH2:20][CH2:19]2)=[O:17])=[CH:7][CH:6]=1. (9) The reactants are Cl[C:2]1[C:11]2[C:6](=[CH:7][C:8]([CH3:12])=[CH:9][CH:10]=2)[N:5]=[C:4]([C:13]2[CH:18]=[CH:17][CH:16]=[CH:15][C:14]=2[OH:19])[N:3]=1.[C:20]([O:24][C:25](=[O:32])[NH:26][C@H:27]1[CH2:31][CH2:30][NH:29][CH2:28]1)([CH3:23])([CH3:22])[CH3:21].C(N(CC)CC)C. The catalyst is CN(C=O)C.O.C(Cl)Cl. The product is [C:20]([O:24][C:25](=[O:32])[NH:26][C@H:27]1[CH2:31][CH2:30][N:29]([C:2]2[C:11]3[C:6](=[CH:7][C:8]([CH3:12])=[CH:9][CH:10]=3)[N:5]=[C:4]([C:13]3[CH:18]=[CH:17][CH:16]=[CH:15][C:14]=3[OH:19])[N:3]=2)[CH2:28]1)([CH3:23])([CH3:21])[CH3:22]. The yield is 0.810.